Predict the reactants needed to synthesize the given product. From a dataset of Full USPTO retrosynthesis dataset with 1.9M reactions from patents (1976-2016). (1) Given the product [C:1]([O:5][C:6]([N:8]1[CH2:13][CH2:12][CH:11]([C:14](=[O:23])[N:15]([C:16]2[CH:21]=[CH:20][CH:19]=[CH:18][C:17]=2[Br:22])[CH2:27][CH:28]2[CH2:33][CH2:32][CH2:31][CH2:30][CH2:29]2)[CH2:10][CH2:9]1)=[O:7])([CH3:4])([CH3:2])[CH3:3], predict the reactants needed to synthesize it. The reactants are: [C:1]([O:5][C:6]([N:8]1[CH2:13][CH2:12][CH:11]([C:14](=[O:23])[NH:15][C:16]2[CH:21]=[CH:20][CH:19]=[CH:18][C:17]=2[Br:22])[CH2:10][CH2:9]1)=[O:7])([CH3:4])([CH3:3])[CH3:2].[H-].[Na+].Br[CH2:27][CH:28]1[CH2:33][CH2:32][CH2:31][CH2:30][CH2:29]1. (2) Given the product [C:27]([C@H:31]1[CH2:36][CH2:35][C@H:34]([O:14][C:9]2[CH:10]=[C:11]3[C:6](=[CH:7][CH:8]=2)[CH:5]=[C:4]([CH:3]([N:15]2[CH2:20][CH2:19][CH:18]([C:21]([O:23][CH3:24])=[O:22])[CH2:17][CH2:16]2)[C:2]([F:1])([F:25])[F:26])[CH:13]=[CH:12]3)[CH2:33][CH2:32]1)([CH3:30])([CH3:29])[CH3:28], predict the reactants needed to synthesize it. The reactants are: [F:1][C:2]([F:26])([F:25])[CH:3]([N:15]1[CH2:20][CH2:19][CH:18]([C:21]([O:23][CH3:24])=[O:22])[CH2:17][CH2:16]1)[C:4]1[CH:13]=[CH:12][C:11]2[C:6](=[CH:7][CH:8]=[C:9]([OH:14])[CH:10]=2)[CH:5]=1.[C:27]([C@@H:31]1[CH2:36][CH2:35][C@H:34](O)[CH2:33][CH2:32]1)([CH3:30])([CH3:29])[CH3:28].C1C=CC(P(C2C=CC=CC=2)C2C=CC=CC=2)=CC=1.CC(OC(/N=N/C(OC(C)C)=O)=O)C. (3) Given the product [CH3:22][C:23]([OH:24])([CH3:25])[CH:19]([OH:18])[CH2:20][N:15]1[CH:16]=[CH:17][C:7]([N+:10]([O-:12])=[O:11])=[N:6]1, predict the reactants needed to synthesize it. The reactants are: CC(C)=CCN1C=C[C:7]([N+:10]([O-:12])=[O:11])=[N:6]1.C[N+:15]1([O-])[CH2:20][CH2:19][O:18][CH2:17][CH2:16]1.[CH3:22][C:23]([CH3:25])=[O:24].O. (4) The reactants are: [NH:1]1[CH2:4][CH:3]([NH:5][C:6]2[CH:7]=[C:8]3[C:17](=[CH:18][C:19]=2[O:20][C:21]2[CH:26]=[CH:25][CH:24]=[CH:23][CH:22]=2)[O:16][CH2:15][C:14]2[N:9]3[CH:10]([CH3:28])[C:11](=[O:27])[NH:12][N:13]=2)[CH2:2]1.[C:29]([OH:35])([C:31]([F:34])([F:33])[F:32])=[O:30]. Given the product [F:32][C:31]([F:34])([F:33])[C:29]([OH:35])=[O:30].[NH:1]1[CH2:2][CH:3]([NH:5][C:6]2[CH:7]=[C:8]3[C:17](=[CH:18][C:19]=2[O:20][C:21]2[CH:26]=[CH:25][CH:24]=[CH:23][CH:22]=2)[O:16][CH2:15][C:14]2[N:9]3[CH:10]([CH3:28])[C:11](=[O:27])[NH:12][N:13]=2)[CH2:4]1, predict the reactants needed to synthesize it. (5) The reactants are: Cl[C:2](Cl)(Cl)[C:3]1[NH:7][C:6]2[CH:8]=[CH:9][C:10]([C:12]([F:15])([F:14])[F:13])=[CH:11][C:5]=2[N:4]=1.[CH3:18][N:19]1[CH2:26][C@@H:25]2[C@@H:21]([CH2:22][NH:23][CH2:24]2)[CH2:20]1.C(=O)([O-])[O-:28].[K+].[K+].ClCCl. Given the product [NH3:4].[CH3:18][N:19]1[CH2:26][C@@H:25]2[CH2:24][N:23]([C:2]([C:3]3[NH:7][C:6]4[CH:8]=[CH:9][C:10]([C:12]([F:15])([F:14])[F:13])=[CH:11][C:5]=4[N:4]=3)=[O:28])[CH2:22][C@@H:21]2[CH2:20]1, predict the reactants needed to synthesize it. (6) Given the product [CH3:19][O:18][C:16](=[O:17])[CH2:15][N:4]1[C:5]([CH3:8])=[CH:6][CH:7]=[C:2]([NH2:1])[C:3]1=[O:20], predict the reactants needed to synthesize it. The reactants are: [NH2:1][C:2]1[C:3](=[O:20])[N:4]([CH2:15][C:16]([O:18][CH3:19])=[O:17])[C:5]([CH2:8]C2C=CC=CC=2)=[CH:6][CH:7]=1.[K+].[Br-].NC1C(=O)N(CC(OC)=O)C(CCC2C=CC=CC=2)=CC=1.COC(=O)CN1C(CCCC)=CC=C(N)C1=O.